Predict the reaction yield, written as a fraction of the theoretical maximum amount of product (1.0 means a 100% yield; for example, 0.34 means a 34% yield). From a dataset of Reaction yield outcomes from USPTO patents with 853,638 reactions. (1) The yield is 0.320. The reactants are [Na].Br[C:3]1[C:8]([C:9]2[CH:14]=[CH:13][CH:12]=[C:11]([F:15])[CH:10]=2)=[C:7]([C:16](=[O:18])[CH3:17])[CH:6]=[C:5]([Cl:19])[C:4]=1[CH3:20].[CH2:21]([O:23][CH:24]([N:26]1[CH:30]=[C:29](B2OC(C)(C)C(C)(C)O2)[CH:28]=[N:27]1)[CH3:25])[CH3:22]. The product is [Cl:19][C:5]1[C:4]([CH3:20])=[C:3]([C:29]2[CH:28]=[N:27][N:26]([CH:24]([O:23][CH2:21][CH3:22])[CH3:25])[CH:30]=2)[C:8]([C:9]2[CH:14]=[CH:13][CH:12]=[C:11]([F:15])[CH:10]=2)=[C:7]([C:16](=[O:18])[CH3:17])[CH:6]=1. The catalyst is O.C1(C)C=CC=CC=1.C1C=CC([P]([Pd]([P](C2C=CC=CC=2)(C2C=CC=CC=2)C2C=CC=CC=2)([P](C2C=CC=CC=2)(C2C=CC=CC=2)C2C=CC=CC=2)[P](C2C=CC=CC=2)(C2C=CC=CC=2)C2C=CC=CC=2)(C2C=CC=CC=2)C2C=CC=CC=2)=CC=1. (2) The reactants are [ClH:1].O1CCOCC1.[CH:8]1([N:11]2[CH2:16][CH2:15][N:14](C(OC(C)(C)C)=O)[CH2:13][CH2:12]2)[CH2:10][CH2:9]1. The catalyst is CO.C(OCC)(=O)C. The product is [ClH:1].[ClH:1].[CH:8]1([N:11]2[CH2:16][CH2:15][NH:14][CH2:13][CH2:12]2)[CH2:10][CH2:9]1. The yield is 0.930. (3) The reactants are C([O:8][C:9](=[O:29])[NH:10][C:11]1[CH:16]=[C:15]([F:17])[C:14]([N:18]2[CH2:23][CH2:22][C:21]([OH:27])([CH2:24][O:25][CH3:26])[CH2:20][CH2:19]2)=[C:13]([F:28])[CH:12]=1)C1C=CC=CC=1.[Li][CH2:31][CH2:32][CH2:33]C.CCCCCC.C[O-:42].[Na+]. The catalyst is O1CCCC1.CO.COC(C)(C)C.O. The product is [F:17][C:15]1[CH:16]=[C:11]([N:10]2[CH2:31][C@H:32]([CH2:33][OH:42])[O:8][C:9]2=[O:29])[CH:12]=[C:13]([F:28])[C:14]=1[N:18]1[CH2:23][CH2:22][C:21]([OH:27])([CH2:24][O:25][CH3:26])[CH2:20][CH2:19]1. The yield is 0.510. (4) The catalyst is C(Cl)Cl.CN(C)C1C=CN=CC=1. The reactants are O[C@@H:2]1[C@H:6]([CH2:7]/[CH:8]=[CH:9]\[CH2:10][CH2:11][CH2:12][C:13]([OH:15])=[O:14])[C@@H:5](/[CH:16]=[CH:17]/[C@@H:18]([O:31][Si:32]([CH2:37][CH3:38])([CH2:35][CH3:36])[CH2:33][CH3:34])[CH2:19][O:20][C:21]2[CH:26]=[CH:25][CH:24]=[C:23]([C:27]([F:30])([F:29])[F:28])[CH:22]=2)[C@H:4]([O:39][Si:40]([CH2:45][CH3:46])([CH2:43][CH3:44])[CH2:41][CH3:42])[CH2:3]1.C(Cl)(=O)C1C=CC=CC=1. The yield is 0.616. The product is [CH2:45]([Si:40]([CH2:41][CH3:42])([CH2:43][CH3:44])[O:39][C@@H:4]1[CH2:3][C@@H:2]2[O:14][C:13](=[O:15])[CH2:12][CH2:11][CH2:10][CH:9]=[CH:8][CH2:7][C@@H:6]2[C@H:5]1/[CH:16]=[CH:17]/[C@@H:18]([O:31][Si:32]([CH2:37][CH3:38])([CH2:35][CH3:36])[CH2:33][CH3:34])[CH2:19][O:20][C:21]1[CH:26]=[CH:25][CH:24]=[C:23]([C:27]([F:30])([F:29])[F:28])[CH:22]=1)[CH3:46].